Dataset: Catalyst prediction with 721,799 reactions and 888 catalyst types from USPTO. Task: Predict which catalyst facilitates the given reaction. (1) Reactant: CS(O[CH2:6][C:7]1[CH:12]=[CH:11][C:10]([C:13]2[CH:25]=[CH:24][C:16]3[N:17]([CH2:20][CH:21]4[CH2:23][CH2:22]4)[N:18]=[N:19][C:15]=3[C:14]=2[C:26]([F:29])([F:28])[F:27])=[CH:9][CH:8]=1)(=O)=O.[N-:30]=[N+:31]=[N-:32].[Na+].O. Product: [N:30]([CH2:6][C:7]1[CH:12]=[CH:11][C:10]([C:13]2[CH:25]=[CH:24][C:16]3[N:17]([CH2:20][CH:21]4[CH2:23][CH2:22]4)[N:18]=[N:19][C:15]=3[C:14]=2[C:26]([F:29])([F:28])[F:27])=[CH:9][CH:8]=1)=[N+:31]=[N-:32]. The catalyst class is: 16. (2) Reactant: [CH2:1]([OH:8])[C:2]1[CH:7]=[CH:6][CH:5]=[CH:4][CH:3]=1.[C:9](OC=C)(=O)[CH3:10].C([O-])([O-])=O.[Na+].[Na+]. Product: [CH:9]([O:8][CH2:1][C:2]1[CH:7]=[CH:6][CH:5]=[CH:4][CH:3]=1)=[CH2:10]. The catalyst class is: 11. (3) Reactant: [C:1]1([C:3](=[CH:5][CH:6]=[CH:7][CH:8]=1)[OH:4])[OH:2].[C:9](OC(=O)C)(=[O:11])[CH3:10]. Product: [C:9]([C:5]1[CH:6]=[CH:7][CH:8]=[C:1]([OH:2])[C:3]=1[OH:4])(=[O:11])[CH3:10]. The catalyst class is: 15. (4) Reactant: [CH2:1]([O:3][C:4](=[O:20])[CH:5]([CH:11]([CH2:16][N+:17]([O-:19])=[O:18])[CH2:12][CH:13]([CH3:15])[CH3:14])C(OCC)=O)[CH3:2].O.[Na+].[Cl-].C(OC)(C)(C)C. Product: [CH2:1]([O:3][C:4](=[O:20])[CH2:5][CH:11]([CH2:16][N+:17]([O-:19])=[O:18])[CH2:12][CH:13]([CH3:15])[CH3:14])[CH3:2]. The catalyst class is: 16.